From a dataset of Reaction yield outcomes from USPTO patents with 853,638 reactions. Predict the reaction yield, written as a fraction of the theoretical maximum amount of product (1.0 means a 100% yield; for example, 0.34 means a 34% yield). (1) The reactants are [CH:1]1([S:4]([NH2:7])(=[O:6])=[O:5])[CH2:3][CH2:2]1.[H-].[Na+].[F:10][C:11]1[CH:16]=[CH:15][C:14]([CH:17]2[C:26]([CH3:28])([CH3:27])[CH2:25][C:24]3[C:19](=[CH:20][CH:21]=[C:22]([C:29](O)=[O:30])[CH:23]=3)[NH:18]2)=[CH:13][C:12]=1[N:32]1[CH2:37][CH2:36][O:35][CH2:34][CH2:33]1.C(N1C=CN=C1)(N1C=CN=C1)=O. The catalyst is CN(C)C=O. The product is [F:10][C:11]1[CH:16]=[CH:15][C:14]([CH:17]2[C:26]([CH3:28])([CH3:27])[CH2:25][C:24]3[C:19](=[CH:20][CH:21]=[C:22]([C:29]([NH:7][S:4]([CH:1]4[CH2:3][CH2:2]4)(=[O:6])=[O:5])=[O:30])[CH:23]=3)[NH:18]2)=[CH:13][C:12]=1[N:32]1[CH2:33][CH2:34][O:35][CH2:36][CH2:37]1. The yield is 0.250. (2) The reactants are [C:1]([S:5][C:6]1[C:11]([CH2:12]Cl)=[CH:10][CH:9]=[CH:8][N:7]=1)([CH3:4])([CH3:3])[CH3:2].[CH2:14]([O:16][C:17](=[O:29])[CH2:18][CH2:19][C:20]1[CH:25]=[C:24]([F:26])[C:23]([OH:27])=[C:22]([F:28])[CH:21]=1)[CH3:15]. No catalyst specified. The product is [CH2:14]([O:16][C:17](=[O:29])[CH2:18][CH2:19][C:20]1[CH:25]=[C:24]([F:26])[C:23]([O:27][CH2:12][C:11]2[C:6]([S:5][C:1]([CH3:4])([CH3:3])[CH3:2])=[N:7][CH:8]=[CH:9][CH:10]=2)=[C:22]([F:28])[CH:21]=1)[CH3:15]. The yield is 0.860. (3) The reactants are [N+:1]([C:4]1[CH:5]=[C:6]2[C:11](=[CH:12][CH:13]=1)[NH:10][C:9](=O)[NH:8][C:7]2=O)([O-:3])=[O:2].CN1CCN(C)C1=O.P(Cl)(Cl)([Cl:26])=O.[CH2:29]([NH2:36])[CH2:30][CH2:31][CH2:32][CH2:33][CH2:34][CH3:35]. The catalyst is O. The product is [Cl:26][C:9]1[N:8]=[C:7]([NH:36][CH2:29][CH2:30][CH2:31][CH2:32][CH2:33][CH2:34][CH3:35])[C:6]2[C:11](=[CH:12][CH:13]=[C:4]([N+:1]([O-:3])=[O:2])[CH:5]=2)[N:10]=1. The yield is 0.528. (4) The reactants are Br[C:2]1[C:10]2[O:9][C@@H:8]([CH2:11][Br:12])[CH2:7][C:6]=2[CH:5]=[C:4]([F:13])[CH:3]=1.[Cl:14]C1C=C(B(O)O)C(C)=CC=1.[CH3:25][C:26]1[CH:31]=[CH:30][C:29](S(OCC2[CH2:25][C:26]3[C:31](C4C=CC=CC=4)=[CH:30][CH:29]=[CH:28][C:27]=3O2)(=O)=O)=[CH:28][CH:27]=1. No catalyst specified. The product is [Br:12][CH2:11][C@H:8]1[CH2:7][C:6]2[CH:5]=[C:4]([F:13])[CH:3]=[C:2]([C:27]3[CH:28]=[CH:29][C:30]([Cl:14])=[CH:31][C:26]=3[CH3:25])[C:10]=2[O:9]1. The yield is 0.950. (5) The reactants are [Cl:1][C:2]1[C:11]2[C:6](=[CH:7][C:8]([O:14][CH2:15][CH2:16][CH2:17][N:18]3[CH2:23][CH2:22][N:21]([CH3:24])[CH2:20][CH2:19]3)=[C:9]([O:12][CH3:13])[CH:10]=2)[N:5]=[CH:4][N:3]=1.[S:25]1[C:29]2[CH:30]=[C:31]([NH2:34])[CH:32]=[CH:33][C:28]=2[N:27]=[C:26]1[NH2:35].Cl. The catalyst is C(O)CCC.O1CCOCC1. The product is [ClH:1].[CH3:13][O:12][C:9]1[CH:10]=[C:11]2[C:6](=[CH:7][C:8]=1[O:14][CH2:15][CH2:16][CH2:17][N:18]1[CH2:23][CH2:22][N:21]([CH3:24])[CH2:20][CH2:19]1)[N:5]=[CH:4][N:3]=[C:2]2[NH:34][C:31]1[CH:32]=[CH:33][C:28]2[N:27]=[C:26]([NH2:35])[S:25][C:29]=2[CH:30]=1. The yield is 0.970. (6) The reactants are Cl[C:2]1[CH:7]=[CH:6][C:5](Cl)=[CH:4][C:3]=1[S:9]([NH:12][CH2:13][C:14]1[CH:15]=[C:16]([C:20]2[CH:21]=[C:22]3[C:26](=[C:27]([C:29]([NH2:31])=[O:30])[CH:28]=2)[NH:25][CH:24]=[C:23]3[CH:32]2[CH2:37][CH2:36][N:35]([S:38]([CH2:41][CH3:42])(=[O:40])=[O:39])[CH2:34][CH2:33]2)[CH:17]=[CH:18][CH:19]=1)(=[O:11])=[O:10].ClC1C=CC(Cl)=CC=1S(Cl)(=O)=O. No catalyst specified. The product is [CH2:41]([S:38]([N:35]1[CH2:34][CH2:33][CH:32]([C:23]2[C:22]3[C:26](=[C:27]([C:29]([NH2:31])=[O:30])[CH:28]=[C:20]([C:16]4[CH:17]=[CH:18][CH:19]=[C:14]([CH2:13][NH:12][S:9]([C:3]5[CH:2]=[CH:7][CH:6]=[CH:5][CH:4]=5)(=[O:11])=[O:10])[CH:15]=4)[CH:21]=3)[NH:25][CH:24]=2)[CH2:37][CH2:36]1)(=[O:39])=[O:40])[CH3:42]. The yield is 0.240. (7) The reactants are [CH3:1][C:2]1[N:10]=[C:9]2[C:5]([N:6]=[CH:7][N:8]2C2CCCCO2)=[C:4]([C:17]2[C:18]([NH:34][C:35]3[C:36]4[CH:37]=[N:38][N:39](C5CCCCO5)[C:40]=4[CH:41]=[CH:42][CH:43]=3)=[N:19][CH:20]=[C:21]([CH2:23][C:24]3[CH:29]=[CH:28][C:27]([S:30]([CH3:33])(=[O:32])=[O:31])=[CH:26][CH:25]=3)[CH:22]=2)[N:3]=1.[C:50]([OH:56])([C:52]([F:55])([F:54])[F:53])=[O:51]. The catalyst is C(Cl)Cl. The product is [F:53][C:52]([F:55])([F:54])[C:50]([OH:56])=[O:51].[CH3:1][C:2]1[N:10]=[C:9]2[C:5]([N:6]=[CH:7][NH:8]2)=[C:4]([C:17]2[C:18]([NH:34][C:35]3[C:36]4[CH:37]=[N:38][NH:39][C:40]=4[CH:41]=[CH:42][CH:43]=3)=[N:19][CH:20]=[C:21]([CH2:23][C:24]3[CH:25]=[CH:26][C:27]([S:30]([CH3:33])(=[O:32])=[O:31])=[CH:28][CH:29]=3)[CH:22]=2)[N:3]=1. The yield is 0.0822.